From a dataset of Catalyst prediction with 721,799 reactions and 888 catalyst types from USPTO. Predict which catalyst facilitates the given reaction. Reactant: [C:1]([O:5][C:6]([N:8]1[CH2:12][C@H:11]([F:13])[CH2:10][C@H:9]1[C:14]([OH:16])=O)=[O:7])([CH3:4])([CH3:3])[CH3:2].ClC(N(C)C)=C(C)C.[NH2:25][C:26]1[C:27]([F:42])=[C:28]([C:32]2[C:37]([Cl:38])=[CH:36][CH:35]=[C:34]([C:39](=[O:41])[CH3:40])[CH:33]=2)[CH:29]=[CH:30][CH:31]=1.CCN(C(C)C)C(C)C. Product: [C:39]([C:34]1[CH:35]=[CH:36][C:37]([Cl:38])=[C:32]([C:28]2[CH:29]=[CH:30][CH:31]=[C:26]([NH:25][C:14]([C@@H:9]3[CH2:10][C@@H:11]([F:13])[CH2:12][N:8]3[C:6]([O:5][C:1]([CH3:2])([CH3:3])[CH3:4])=[O:7])=[O:16])[C:27]=2[F:42])[CH:33]=1)(=[O:41])[CH3:40]. The catalyst class is: 2.